Dataset: Reaction yield outcomes from USPTO patents with 853,638 reactions. Task: Predict the reaction yield, written as a fraction of the theoretical maximum amount of product (1.0 means a 100% yield; for example, 0.34 means a 34% yield). (1) The reactants are CS(O[CH:6]1[CH2:11][CH2:10][CH:9]([CH2:12][NH:13][C:14]2[C:19]([N+:20]([O-:22])=[O:21])=[CH:18][N:17]=[C:16]([NH:23][CH2:24][C:25]3[C:26]([CH3:46])=[C:27]([C:31]4[CH:36]=[CH:35][CH:34]=[C:33]([CH2:37][NH:38][C:39]([O:41][C:42]([CH3:45])([CH3:44])[CH3:43])=[O:40])[CH:32]=4)[CH:28]=[CH:29][CH:30]=3)[N:15]=2)[CH2:8][CH2:7]1)(=O)=O.[N:47]1([C:53](=[O:55])[CH3:54])[CH2:52][CH2:51][NH:50][CH2:49][CH2:48]1. The catalyst is CC(N(C)C)=O.CO. The product is [C:42]([O:41][C:39](=[O:40])[NH:38][CH2:37][C:33]1[CH:32]=[C:31]([C:27]2[CH:28]=[CH:29][CH:30]=[C:25]([CH2:24][NH:23][C:16]3[N:15]=[C:14]([NH:13][CH2:12][CH:9]4[CH2:8][CH2:7][CH:6]([N:50]5[CH2:51][CH2:52][N:47]([C:53](=[O:55])[CH3:54])[CH2:48][CH2:49]5)[CH2:11][CH2:10]4)[C:19]([N+:20]([O-:22])=[O:21])=[CH:18][N:17]=3)[C:26]=2[CH3:46])[CH:36]=[CH:35][CH:34]=1)([CH3:45])([CH3:44])[CH3:43]. The yield is 0.120. (2) The reactants are [CH3:1][C:2]([C@H:4]1[C@@H:8]2[C@@H:9]3[C@@:22]([CH3:25])([CH2:23][CH2:24][C@@:7]2([C:31]([OH:33])=[O:32])[CH2:6][CH2:5]1)[C@@:21]1([CH3:26])[C@@H:12]([C@:13]2([CH3:30])[C@@H:18]([CH2:19][CH2:20]1)[C:17]([CH3:28])([CH3:27])[C@@H:16]([OH:29])[CH2:15][CH2:14]2)[CH2:11][CH2:10]3)=[CH2:3].[CH3:34][C:35](OC(C)=O)=[O:36]. The catalyst is N1C=CC=CC=1.CN(C1C=CN=CC=1)C.C(Cl)(Cl)Cl. The product is [CH3:3][C:2]([C@H:4]1[C@@H:8]2[C@@H:9]3[C@@:22]([CH3:25])([CH2:23][CH2:24][C@@:7]2([C:31]([OH:33])=[O:32])[CH2:6][CH2:5]1)[C@@:21]1([CH3:26])[C@@H:12]([C@:13]2([CH3:30])[C@@H:18]([CH2:19][CH2:20]1)[C:17]([CH3:27])([CH3:28])[C@@H:16]([O:29][C:35]([CH3:34])=[O:36])[CH2:15][CH2:14]2)[CH2:11][CH2:10]3)=[CH2:1]. The yield is 0.760. (3) The reactants are [Cl:1][C:2]1[C:9]([Cl:10])=[CH:8][CH:7]=[CH:6][C:3]=1[CH:4]=O.[C:11]([NH:14][NH2:15])([NH2:13])=[NH:12].Cl. No catalyst specified. The product is [ClH:1].[Cl:1][C:2]1[C:9]([Cl:10])=[CH:8][CH:7]=[CH:6][C:3]=1[CH:4]=[N:15][NH:14][C:11]([NH2:13])=[NH:12]. The yield is 0.820. (4) The reactants are [Br:1][C:2]1[N:6]([S:7]([C:10]2[CH:15]=[CH:14][CH:13]=[CH:12][CH:11]=2)(=[O:9])=[O:8])[CH:5]=[C:4]([CH2:16][NH:17][CH3:18])[CH:3]=1.[C:19](=[O:22])([O-])[OH:20].[Na+]. The catalyst is C(OCC)(=O)C. The product is [C:4]([O:20][C:19](=[O:22])[N:17]([CH2:16][C:4]1[CH:3]=[C:2]([Br:1])[N:6]([S:7]([C:10]2[CH:15]=[CH:14][CH:13]=[CH:12][CH:11]=2)(=[O:9])=[O:8])[CH:5]=1)[CH3:18])([CH3:16])([CH3:5])[CH3:3]. The yield is 0.730. (5) The reactants are [OH-].[Na+].[NH:3]1[CH2:8][CH2:7][C:6](=[C:9]2[C:18]3[CH:19]=[CH:20][CH:21]=[CH:22][C:17]=3[CH:16]=[CH:15][C:14]3[S:13][C:12]([CH2:23][CH2:24][C:25]([O:27]CC)=[O:26])=[CH:11][C:10]2=3)[CH2:5][CH2:4]1. The catalyst is C(O)C. The product is [NH:3]1[CH2:4][CH2:5][C:6](=[C:9]2[C:18]3[CH:19]=[CH:20][CH:21]=[CH:22][C:17]=3[CH:16]=[CH:15][C:14]3[S:13][C:12]([CH2:23][CH2:24][C:25]([OH:27])=[O:26])=[CH:11][C:10]2=3)[CH2:7][CH2:8]1. The yield is 0.590. (6) The reactants are [C:1]([O:5][C:6]([N:8]1[C:17]2[C:12](=[CH:13][CH:14]=[C:15]([CH2:18][CH2:19][O:20][C:21]3[CH:22]=[C:23]4[C:27](=[CH:28][CH:29]=3)[NH:26][CH:25]=[CH:24]4)[N:16]=2)[CH2:11][CH2:10][CH2:9]1)=[O:7])([CH3:4])([CH3:3])[CH3:2].[CH2:30]([O:32][C:33](=[O:49])[CH:34]=[C:35]([C:37]1[CH:42]=[CH:41][C:40]([C:43]2[CH:48]=[CH:47][CH:46]=[CH:45][CH:44]=2)=[CH:39][CH:38]=1)Cl)[CH3:31]. No catalyst specified. The product is [C:1]([O:5][C:6]([N:8]1[C:17]2[C:12](=[CH:13][CH:14]=[C:15]([CH2:18][CH2:19][O:20][C:21]3[CH:22]=[C:23]4[C:27](=[CH:28][CH:29]=3)[N:26]([C:35]([C:37]3[CH:38]=[CH:39][C:40]([C:43]5[CH:48]=[CH:47][CH:46]=[CH:45][CH:44]=5)=[CH:41][CH:42]=3)=[CH:34][C:33]([O:32][CH2:30][CH3:31])=[O:49])[CH:25]=[CH:24]4)[N:16]=2)[CH2:11][CH2:10][CH2:9]1)=[O:7])([CH3:4])([CH3:2])[CH3:3]. The yield is 0.0800.